Task: Predict the product of the given reaction.. Dataset: Forward reaction prediction with 1.9M reactions from USPTO patents (1976-2016) (1) Given the reactants [CH2:1]([O:3][C:4]([C:6]1([C:9]2[CH:14]=[CH:13][C:12]([C:15]3[CH:20]=[CH:19][C:18]([C:21]4[O:25][N:24]=[C:23]([CH3:26])[C:22]=4[CH:27]=[O:28])=[CH:17][CH:16]=3)=[CH:11][CH:10]=2)[CH2:8][CH2:7]1)=[O:5])[CH3:2].Br[C:30]1[CH:31]=[N:32][CH:33]=[C:34]([C:36]2[CH:41]=[CH:40][CH:39]=[CH:38][CH:37]=2)[CH:35]=1, predict the reaction product. The product is: [CH2:1]([O:3][C:4]([C:6]1([C:9]2[CH:10]=[CH:11][C:12]([C:15]3[CH:20]=[CH:19][C:18]([C:21]4[O:25][N:24]=[C:23]([CH3:26])[C:22]=4[CH:27]([OH:28])[C:30]4[CH:31]=[N:32][CH:33]=[C:34]([C:36]5[CH:37]=[CH:38][CH:39]=[CH:40][CH:41]=5)[CH:35]=4)=[CH:17][CH:16]=3)=[CH:13][CH:14]=2)[CH2:8][CH2:7]1)=[O:5])[CH3:2]. (2) Given the reactants [C:1](N[C@H](C(O)=O)CCCC)([O:3][C:4]([CH3:7])([CH3:6])[CH3:5])=[O:2].[OH2:17].O[N:19]1[C:23]2[CH:24]=[CH:25][CH:26]=[CH:27][C:22]=2[N:21]=N1.C(Cl)CCl, predict the reaction product. The product is: [C:1]([NH:19][C:23](=[O:17])[C@H:22]([CH2:27][CH2:26][CH2:25][CH3:24])[NH2:21])([O:3][C:4]([CH3:7])([CH3:6])[CH3:5])=[O:2]. (3) The product is: [Br:18][C:19]1[CH:20]=[C:21]2[C:3]([C:4]3[CH:11]=[CH:10][C:7]([C:8]#[N:9])=[CH:6][CH:5]=3)=[C:2]([C:12]3[CH:17]=[CH:16][CH:15]=[CH:14][CH:13]=3)[NH:25][C:22]2=[N:23][CH:24]=1. Given the reactants O=[C:2]([C:12]1[CH:17]=[CH:16][CH:15]=[CH:14][CH:13]=1)[CH2:3][C:4]1[CH:11]=[CH:10][C:7]([C:8]#[N:9])=[CH:6][CH:5]=1.[Br:18][C:19]1[CH:20]=[CH:21][C:22]([NH:25]N)=[N:23][CH:24]=1, predict the reaction product. (4) Given the reactants [F:1][C:2]([F:13])([F:12])[C:3]1[CH:11]=[CH:10][C:6]([C:7](Cl)=[O:8])=[CH:5][CH:4]=1.Br.Br[CH2:16][CH2:17][NH2:18].C(N(CC)CC)C, predict the reaction product. The product is: [F:1][C:2]([F:13])([F:12])[C:3]1[CH:11]=[CH:10][C:6]([C:7]2[O:8][CH2:16][CH2:17][N:18]=2)=[CH:5][CH:4]=1. (5) Given the reactants [CH3:1][C:2]1[C:3]([C@H:8]2[CH2:13][CH2:12][CH2:11][C@@H:10]([C:14]3[C:19]([CH3:20])=[CH:18][CH:17]=[CH:16][N:15]=3)[NH:9]2)=[N:4][CH:5]=[CH:6][CH:7]=1.[N:21]1[CH:26]=[CH:25][CH:24]=[C:23]([CH2:27][CH2:28]OS(C)(=O)=O)[CH:22]=1.CCN(C(C)C)C(C)C, predict the reaction product. The product is: [CH3:1][C:2]1[C:3]([C@H:8]2[CH2:13][CH2:12][CH2:11][C@@H:10]([C:14]3[C:19]([CH3:20])=[CH:18][CH:17]=[CH:16][N:15]=3)[N:9]2[CH2:28][CH2:27][C:23]2[CH:22]=[N:21][CH:26]=[CH:25][CH:24]=2)=[N:4][CH:5]=[CH:6][CH:7]=1. (6) Given the reactants C(Cl)Cl.[CH3:4][O:5][C:6](=[O:25])[C:7]1[CH:12]=[CH:11][C:10]([S:13](Cl)(=[O:15])=[O:14])=[C:9]([O:17][CH2:18][C:19]2[CH:24]=[CH:23][CH:22]=[CH:21][CH:20]=2)[CH:8]=1.[C:26]([O:30][C:31](=[O:38])[CH2:32][C@H:33]([NH2:37])[C:34]([NH2:36])=[O:35])([CH3:29])([CH3:28])[CH3:27].N1C=CC=CC=1, predict the reaction product. The product is: [CH3:4][O:5][C:6](=[O:25])[C:7]1[CH:12]=[CH:11][C:10]([S:13](=[O:15])(=[O:14])[NH:37][C@H:33]([C:34](=[O:35])[NH2:36])[CH2:32][C:31]([O:30][C:26]([CH3:29])([CH3:27])[CH3:28])=[O:38])=[C:9]([O:17][CH2:18][C:19]2[CH:24]=[CH:23][CH:22]=[CH:21][CH:20]=2)[CH:8]=1. (7) Given the reactants Cl[C:2]1[N:3]=[C:4]([O:29][CH:30]2[CH2:33][CH2:32][CH2:31]2)[C:5]2[C:10]([C:11]3[CH:20]=[CH:19][C:14]([C:15]([NH:17][CH3:18])=[O:16])=[CH:13][CH:12]=3)=[CH:9][N:8]([CH2:21][O:22][CH2:23][CH2:24][Si:25]([CH3:28])([CH3:27])[CH3:26])[C:6]=2[N:7]=1.[CH3:34][N:35]1[CH:39]=[C:38]([NH2:40])[C:37]([CH3:41])=[N:36]1.C1(P(C2CCCCC2)C2C=CC=CC=2C2C(OC(C)C)=CC=CC=2OC(C)C)CCCCC1, predict the reaction product. The product is: [CH:30]1([O:29][C:4]2[C:5]3[C:10]([C:11]4[CH:20]=[CH:19][C:14]([C:15]([NH:17][CH3:18])=[O:16])=[CH:13][CH:12]=4)=[CH:9][N:8]([CH2:21][O:22][CH2:23][CH2:24][Si:25]([CH3:28])([CH3:27])[CH3:26])[C:6]=3[N:7]=[C:2]([NH:40][C:38]3[C:37]([CH3:41])=[N:36][N:35]([CH3:34])[CH:39]=3)[N:3]=2)[CH2:33][CH2:32][CH2:31]1.